This data is from Forward reaction prediction with 1.9M reactions from USPTO patents (1976-2016). The task is: Predict the product of the given reaction. Given the reactants C(OC([N:8]1[CH2:11][CH:10]([C:12]([C:16]2[CH:17]=[C:18]3[C:23](=[CH:24][CH:25]=2)[N:22]=[C:21]([O:26][CH3:27])[C:20]([CH2:28][C:29]2[CH:34]=[CH:33][C:32]([C:35]([F:38])([F:37])[F:36])=[CH:31][CH:30]=2)=[C:19]3[Cl:39])([OH:15])[C:13]#[CH:14])[CH2:9]1)=O)(C)(C)C.C(O)=O.Cl, predict the reaction product. The product is: [NH:8]1[CH2:11][CH:10]([C:12]([C:16]2[CH:17]=[C:18]3[C:23](=[CH:24][CH:25]=2)[N:22]=[C:21]([O:26][CH3:27])[C:20]([CH2:28][C:29]2[CH:30]=[CH:31][C:32]([C:35]([F:38])([F:36])[F:37])=[CH:33][CH:34]=2)=[C:19]3[Cl:39])([OH:15])[C:13]#[CH:14])[CH2:9]1.